From a dataset of Full USPTO retrosynthesis dataset with 1.9M reactions from patents (1976-2016). Predict the reactants needed to synthesize the given product. Given the product [NH2:25][C:14]1[CH:13]=[C:12]([C:4]2[O:3][C:7]3[CH:8]=[CH:9][CH:10]=[CH:11][C:6]=3[CH:5]=2)[CH:24]=[CH:23][C:15]=1[C:16]([O:18][C:19]([CH3:22])([CH3:21])[CH3:20])=[O:17], predict the reactants needed to synthesize it. The reactants are: CO.[O:3]1[C:7]2[CH:8]=[CH:9][CH:10]=[CH:11][C:6]=2[CH:5]=[C:4]1[C:12]1[CH:24]=[CH:23][C:15]([C:16]([O:18][C:19]([CH3:22])([CH3:21])[CH3:20])=[O:17])=[C:14]([N+:25]([O-])=O)[CH:13]=1.